This data is from NCI-60 drug combinations with 297,098 pairs across 59 cell lines. The task is: Regression. Given two drug SMILES strings and cell line genomic features, predict the synergy score measuring deviation from expected non-interaction effect. (1) Synergy scores: CSS=21.2, Synergy_ZIP=-6.58, Synergy_Bliss=-7.36, Synergy_Loewe=-44.3, Synergy_HSA=-7.15. Cell line: ACHN. Drug 1: CC=C1C(=O)NC(C(=O)OC2CC(=O)NC(C(=O)NC(CSSCCC=C2)C(=O)N1)C(C)C)C(C)C. Drug 2: CC12CCC3C(C1CCC2OP(=O)(O)O)CCC4=C3C=CC(=C4)OC(=O)N(CCCl)CCCl.[Na+]. (2) Drug 1: CC1C(C(=O)NC(C(=O)N2CCCC2C(=O)N(CC(=O)N(C(C(=O)O1)C(C)C)C)C)C(C)C)NC(=O)C3=C4C(=C(C=C3)C)OC5=C(C(=O)C(=C(C5=N4)C(=O)NC6C(OC(=O)C(N(C(=O)CN(C(=O)C7CCCN7C(=O)C(NC6=O)C(C)C)C)C)C(C)C)C)N)C. Drug 2: CC1=C(C(=CC=C1)Cl)NC(=O)C2=CN=C(S2)NC3=CC(=NC(=N3)C)N4CCN(CC4)CCO. Cell line: RXF 393. Synergy scores: CSS=10.5, Synergy_ZIP=4.31, Synergy_Bliss=8.31, Synergy_Loewe=2.15, Synergy_HSA=2.77.